From a dataset of Forward reaction prediction with 1.9M reactions from USPTO patents (1976-2016). Predict the product of the given reaction. (1) Given the reactants [CH2:1]([O:3][C:4]([C:6]1[O:7][C:8]2[CH:15]=[CH:14][CH:13]=[C:12]([NH:16][S:17]([CH2:20][CH2:21][CH2:22]Cl)(=[O:19])=[O:18])[C:9]=2[C:10]=1[CH3:11])=[O:5])[CH3:2].[H-].[Na+], predict the reaction product. The product is: [CH2:1]([O:3][C:4]([C:6]1[O:7][C:8]2[CH:15]=[CH:14][CH:13]=[C:12]([N:16]3[CH2:22][CH2:21][CH2:20][S:17]3(=[O:19])=[O:18])[C:9]=2[C:10]=1[CH3:11])=[O:5])[CH3:2]. (2) Given the reactants [CH2:1]([N:5]1[C:9](=[O:10])[C:8]2=[CH:11][C:12]([CH3:15])=[CH:13][CH:14]=[C:7]2[C:6]1=[O:16])[CH:2]([CH3:4])[CH3:3].O, predict the reaction product. The product is: [OH:10][CH:9]1[C:8]2[C:7](=[CH:14][CH:13]=[C:12]([CH3:15])[CH:11]=2)[C:6](=[O:16])[N:5]1[CH2:1][CH:2]([CH3:4])[CH3:3].[OH:16][CH:6]1[C:7]2[C:8](=[CH:11][C:12]([CH3:15])=[CH:13][CH:14]=2)[C:9](=[O:10])[N:5]1[CH2:1][CH:2]([CH3:4])[CH3:3]. (3) Given the reactants C1SC(NC(N)=N)=NC=1CSCCC(NS(N)(=O)=O)=N.[C:21]([NH2:29])(=[O:28])[C:22]1[CH:27]=[CH:26][N:25]=[CH:24][CH:23]=1.[C:30]([OH:35])(=[O:34])[CH:31]([CH3:33])[OH:32], predict the reaction product. The product is: [C:21]([NH2:29])(=[O:28])[C:22]1[CH:27]=[CH:26][N:25]=[CH:24][CH:23]=1.[C:30]([OH:35])(=[O:34])[CH:31]([CH3:33])[OH:32]. (4) Given the reactants Br[C:2]1[S:3][C:4]2[C:10]([CH2:11][CH:12]([CH2:17][CH3:18])[CH2:13][CH2:14][CH2:15][CH3:16])=[C:9]3[CH:19]=[CH:20][S:21][C:8]3=[C:7]([O:22][CH2:23][CH:24]([CH2:29][CH3:30])[CH2:25][CH2:26][CH2:27][CH3:28])[C:5]=2[CH:6]=1.[Cu][C:32]#[N:33], predict the reaction product. The product is: [CH2:29]([CH:24]([CH2:25][CH2:26][CH2:27][CH3:28])[CH2:23][O:22][C:7]1[C:8]2[S:21][CH:20]=[CH:19][C:9]=2[C:10]([CH2:11][CH:12]([CH2:17][CH3:18])[CH2:13][CH2:14][CH2:15][CH3:16])=[C:4]2[S:3][C:2]([C:32]#[N:33])=[CH:6][C:5]=12)[CH3:30]. (5) Given the reactants N1C2NCCCC=2C=CC=1CC(N)[OH:13].CCOC(/N=N/C(OCC)=O)=O.CC1(C)[C@H](C2C=CC(O)=CC=2)[C@@H]1CC(OCC)=O.[C:45]1([P:51]([C:58]2[CH:63]=[CH:62][CH:61]=[CH:60][CH:59]=2)[C:52]2[CH:57]=[CH:56][CH:55]=[CH:54][CH:53]=2)[CH:50]=[CH:49][CH:48]=[CH:47][CH:46]=1, predict the reaction product. The product is: [C:58]1([P:51](=[O:13])([C:45]2[CH:46]=[CH:47][CH:48]=[CH:49][CH:50]=2)[C:52]2[CH:57]=[CH:56][CH:55]=[CH:54][CH:53]=2)[CH:59]=[CH:60][CH:61]=[CH:62][CH:63]=1. (6) The product is: [NH2:23][C:21]1[N:20]=[CH:19][N:18]=[C:17]2[N:16]([CH:24]3[CH2:29][CH2:28][N:27]([C:39](=[O:40])[CH2:38][N:37]([CH3:42])[C:35](=[O:36])[O:34][C:30]([CH3:32])([CH3:33])[CH3:31])[CH2:26][CH2:25]3)[N:15]=[C:14]([C:11]3[CH:10]=[CH:9][C:8]([O:1][C:2]4[CH:7]=[CH:6][CH:5]=[CH:4][CH:3]=4)=[CH:13][CH:12]=3)[C:22]=12. Given the reactants [O:1]([C:8]1[CH:13]=[CH:12][C:11]([C:14]2[C:22]3[C:17](=[N:18][CH:19]=[N:20][C:21]=3[NH2:23])[N:16]([CH:24]3[CH2:29][CH2:28][NH:27][CH2:26][CH2:25]3)[N:15]=2)=[CH:10][CH:9]=1)[C:2]1[CH:7]=[CH:6][CH:5]=[CH:4][CH:3]=1.[C:30]([O:34][C:35]([N:37]([CH3:42])[CH2:38][C:39](O)=[O:40])=[O:36])([CH3:33])([CH3:32])[CH3:31].CCN(C(C)C)C(C)C.ON1C2N=CC=CC=2N=N1, predict the reaction product. (7) The product is: [F:1][C:2]1[CH:3]=[C:4]([CH:34]=[CH:35][C:36]=1[O:37][CH2:39][CH2:40][N:42]1[CH2:47][CH2:46][CH:45]([CH3:48])[CH2:44][CH2:43]1)[CH2:5][CH2:7][NH:8][C:9]1[CH:14]=[C:13]([O:15][CH3:16])[CH:12]=[CH:11][C:10]=1[CH:17]1[CH2:26][CH2:25][C:24]2[CH:23]=[C:22]([OH:27])[CH:21]=[CH:20][C:19]=2[CH2:18]1. Given the reactants [F:1][C:2]1[CH:3]=[C:4]([CH:34]=[CH:35][C:36]=1[OH:37])[C:5]([CH2:7][NH:8][C:9]1[CH:14]=[C:13]([O:15][CH3:16])[CH:12]=[CH:11][C:10]=1[CH:17]1[CH2:26][CH2:25][C:24]2[CH:23]=[C:22]([O:27]C(=O)C(C)(C)C)[CH:21]=[CH:20][C:19]=2[CH2:18]1)=O.Cl[CH2:39][C:40]([N:42]1[CH2:47][CH2:46][CH:45]([CH3:48])[CH2:44][CH2:43]1)=O, predict the reaction product. (8) The product is: [CH2:1]([C:4]1[C:14]2[O:13][CH2:12][CH2:11][N:10]([C:15]([O:17][C:18]([CH3:19])([CH3:21])[CH3:20])=[O:16])[CH2:9][C:8]=2[CH:7]=[CH:6][CH:5]=1)[CH2:2][CH3:3]. Given the reactants [CH:1](/[C:4]1[C:14]2[O:13][CH2:12][CH2:11][N:10]([C:15]([O:17][C:18]([CH3:21])([CH3:20])[CH3:19])=[O:16])[CH2:9][C:8]=2[CH:7]=[CH:6][CH:5]=1)=[CH:2]\[CH3:3], predict the reaction product. (9) Given the reactants [Cl:1][C:2]1[C:3]([C:9]2[N:10]([CH:15]([CH3:17])[CH3:16])[C:11]([CH3:14])=[N:12][CH:13]=2)=[N:4][C:5](N)=[N:6][CH:7]=1.N([O-])=O.[Na+].P(Cl)(Cl)([Cl:24])=O, predict the reaction product. The product is: [Cl:24][C:5]1[N:4]=[C:3]([C:9]2[N:10]([CH:15]([CH3:17])[CH3:16])[C:11]([CH3:14])=[N:12][CH:13]=2)[C:2]([Cl:1])=[CH:7][N:6]=1.